Task: Binary Classification. Given a drug SMILES string, predict its activity (active/inactive) in a high-throughput screening assay against a specified biological target.. Dataset: HIV replication inhibition screening data with 41,000+ compounds from the AIDS Antiviral Screen (1) The drug is CC(C)NC(=O)OCCN=c1c2ccccc2ccc2ccccc12. The result is 0 (inactive). (2) The molecule is O=C(C=Cc1cccs1)c1ccsc1. The result is 0 (inactive). (3) The drug is CC(=O)OC1CCC2(C)C(C1)CC(OC(C)=O)C1C2CCC2(C)C(C(C)CCc3nc4ccccc4n3C(C)=O)CCC12. The result is 0 (inactive). (4) The compound is CC(=O)OCC1OC(n2c(-c3ccc(C)cc3)cc(-c3ccco3)c(C#N)c2=O)C(OC(C)=O)C(OC(C)=O)C1OC(C)=O. The result is 0 (inactive). (5) The molecule is CNC(N=C1N(C)C(C)(C)P(=O)(O)N1C)NC. The result is 0 (inactive). (6) The result is 0 (inactive). The molecule is C[PH](C)(C)[Ir-3]([ClH+])([NH+]1C=Cc2ccccc21)([PH](C)(C)C)[PH](C)(C)C. (7) The compound is CCN(CC)C(=O)c1ccc(O)c(OC)c1. The result is 0 (inactive).